This data is from Rat liver microsome stability data. The task is: Regression/Classification. Given a drug SMILES string, predict its absorption, distribution, metabolism, or excretion properties. Task type varies by dataset: regression for continuous measurements (e.g., permeability, clearance, half-life) or binary classification for categorical outcomes (e.g., BBB penetration, CYP inhibition). Dataset: rlm. (1) The result is 1 (stable in rat liver microsomes). The compound is c1ccc(-c2nc(N3CCCCCC3)c3ccccc3n2)nc1. (2) The compound is [2H]C([2H])([2H])C([2H])(c1ccccc1-c1ncc(C)c(NC(C)(C)c2ccc(-n3ccnn3)cc2)n1)C([2H])([2H])[2H]. The result is 1 (stable in rat liver microsomes). (3) The molecule is CCOC(=O)N1CCN(CC#Cc2ccnc3ccc(-c4cnc(OC)c(NS(=O)(=O)c5ccc(F)cc5F)c4)cc23)CC1. The result is 0 (unstable in rat liver microsomes). (4) The drug is CC(C)CC(=O)Nc1[nH]nc2c1CN(C(=O)C1CCN(C)CC1)C2(C)C. The result is 0 (unstable in rat liver microsomes).